From a dataset of Peptide-MHC class I binding affinity with 185,985 pairs from IEDB/IMGT. Regression. Given a peptide amino acid sequence and an MHC pseudo amino acid sequence, predict their binding affinity value. This is MHC class I binding data. (1) The peptide sequence is MLEGETKLYK. The MHC is HLA-A33:01 with pseudo-sequence HLA-A33:01. The binding affinity (normalized) is 0. (2) The peptide sequence is KLYPNVDFY. The MHC is HLA-A03:01 with pseudo-sequence HLA-A03:01. The binding affinity (normalized) is 0.521. (3) The peptide sequence is HHYSQAAVL. The MHC is HLA-B46:01 with pseudo-sequence HLA-B46:01. The binding affinity (normalized) is 0.0847.